This data is from Catalyst prediction with 721,799 reactions and 888 catalyst types from USPTO. The task is: Predict which catalyst facilitates the given reaction. (1) Reactant: F[C:2]1[CH:7]=[CH:6][C:5]([N+:8]([O-:10])=[O:9])=[CH:4][C:3]=1[C:11]([F:14])([F:13])[F:12].[OH:15][CH:16]1[CH2:21][CH2:20][N:19]([C:22]([O:24][C:25]([CH3:28])([CH3:27])[CH3:26])=[O:23])[CH2:18][CH2:17]1.C([O-])([O-])=O.[Cs+].[Cs+].O. Product: [N+:8]([C:5]1[CH:6]=[CH:7][C:2]([O:15][CH:16]2[CH2:17][CH2:18][N:19]([C:22]([O:24][C:25]([CH3:28])([CH3:27])[CH3:26])=[O:23])[CH2:20][CH2:21]2)=[C:3]([C:11]([F:14])([F:13])[F:12])[CH:4]=1)([O-:10])=[O:9]. The catalyst class is: 85. (2) Reactant: [C:1](=[O:8])([O:3][C:4]([CH3:7])([CH3:6])[CH3:5])[NH2:2].[C:1](=[O:8])([O:3][C:4]([CH3:7])([CH3:6])[CH3:5])[NH2:2].[CH3:17][C:18]1[CH:23]=[CH:22][N:21]=[C:20](N)[N:19]=1. Product: [CH3:17][C:18]1[CH:23]=[CH:22][N:21]=[C:20]([NH:2][C:1](=[O:8])[O:3][C:4]([CH3:7])([CH3:6])[CH3:5])[N:19]=1. The catalyst class is: 107.